Dataset: Reaction yield outcomes from USPTO patents with 853,638 reactions. Task: Predict the reaction yield, written as a fraction of the theoretical maximum amount of product (1.0 means a 100% yield; for example, 0.34 means a 34% yield). (1) The reactants are CN1[CH2:7][CH2:6][N:5]([C:8]2[CH:13]=[CH:12][C:11]([NH:14][C:15]3[C:16]4[N:17]([N:29]=[CH:30][N:31]=4)[C:18]([C:21]4[CH:22]=[C:23]([C:26]([NH2:28])=[O:27])[S:24][CH:25]=4)=[CH:19][N:20]=3)=[CH:10][CH:9]=2)[CH2:4][CH2:3]1.BrC1N2N=CN=C2C(NC2C=CC(N3CC[O:52]CC3)=CC=2)=NC=1.CC1(C)C(C)(C)OB(C2C=C(C(N)=O)SC=2)O1.C([O-])([O-])=O.[Na+].[Na+]. The catalyst is O1CCOCC1.C1C=CC([P]([Pd]([P](C2C=CC=CC=2)(C2C=CC=CC=2)C2C=CC=CC=2)([P](C2C=CC=CC=2)(C2C=CC=CC=2)C2C=CC=CC=2)[P](C2C=CC=CC=2)(C2C=CC=CC=2)C2C=CC=CC=2)(C2C=CC=CC=2)C2C=CC=CC=2)=CC=1. The product is [N:5]1([C:8]2[CH:9]=[CH:10][C:11]([NH:14][C:15]3[C:16]4[N:17]([N:29]=[CH:30][N:31]=4)[C:18]([C:21]4[CH:22]=[C:23]([C:26]([NH2:28])=[O:27])[S:24][CH:25]=4)=[CH:19][N:20]=3)=[CH:12][CH:13]=2)[CH2:6][CH2:7][O:52][CH2:3][CH2:4]1. The yield is 0.374. (2) The product is [Cl:1][C:2]1[CH:9]=[CH:8][C:5]([OH:26])=[C:4]([O:10][C:11]2[CH:16]=[CH:15][CH:14]=[CH:13][C:12]=2[F:17])[CH:3]=1. The yield is 0.840. The reactants are [Cl:1][C:2]1[CH:9]=[CH:8][C:5](C=O)=[C:4]([O:10][C:11]2[CH:16]=[CH:15][CH:14]=[CH:13][C:12]=2[F:17])[CH:3]=1.C1C=C(Cl)C=C(C(OO)=[O:26])C=1.C(=O)([O-])[O-].[K+].[K+]. The catalyst is C(Cl)(Cl)Cl. (3) The reactants are [CH3:1][N:2]1[C:6]([C:7]2[CH:8]=[C:9]([NH:22]C(=O)C)[CH:10]=[CH:11][C:12]=2[O:13][CH2:14][CH2:15][N:16]2[CH2:21][CH2:20][CH2:19][CH2:18][CH2:17]2)=[CH:5][CH:4]=[N:3]1.[OH-].[Na+]. The catalyst is C(O)C. The product is [CH3:1][N:2]1[C:6]([C:7]2[CH:8]=[C:9]([NH2:22])[CH:10]=[CH:11][C:12]=2[O:13][CH2:14][CH2:15][N:16]2[CH2:21][CH2:20][CH2:19][CH2:18][CH2:17]2)=[CH:5][CH:4]=[N:3]1. The yield is 0.971. (4) The reactants are C1(C2C=CC(C[NH:9][CH2:10][CH2:11][C:12]3[CH:17]=[CH:16][C:15](F)=[C:14]([C:19]([F:22])([F:21])[F:20])[CH:13]=3)=CC=2)CC1.[Cl:25][C:26]1[CH:27]=[C:28]([CH:31]=[CH:32][C:33]=1[C:34]1([CH3:37])[CH2:36][CH2:35]1)[CH:29]=O.FC(F)(F)C1C=C(CCN)C=CC=1.[BH4-].[Na+]. No catalyst specified. The product is [Cl:25][C:26]1[CH:27]=[C:28]([CH:31]=[CH:32][C:33]=1[C:34]1([CH3:37])[CH2:36][CH2:35]1)[CH2:29][NH:9][CH2:10][CH2:11][C:12]1[CH:17]=[CH:16][CH:15]=[C:14]([C:19]([F:20])([F:21])[F:22])[CH:13]=1. The yield is 0.890.